This data is from Full USPTO retrosynthesis dataset with 1.9M reactions from patents (1976-2016). The task is: Predict the reactants needed to synthesize the given product. (1) Given the product [Cl:1][C:2]1[N:3]=[C:4]([C:11]2[CH:16]=[CH:15][CH:14]=[CH:13][CH:12]=2)[N:5]=[C:6]([NH2:18])[C:7]=1[O:8][CH3:9], predict the reactants needed to synthesize it. The reactants are: [Cl:1][C:2]1[C:7]([O:8][CH3:9])=[C:6](Cl)[N:5]=[C:4]([C:11]2[CH:16]=[CH:15][CH:14]=[CH:13][CH:12]=2)[N:3]=1.[OH-].[NH4+:18]. (2) Given the product [C:4]([O:8][C:9](=[O:36])[CH2:10][CH2:11][CH2:12][CH2:13][C:14]1[N:15]([C:29]2[CH:34]=[CH:33][C:32]([F:35])=[CH:31][CH:30]=2)[C:16](=[O:28])[C:17]2[C:22]([CH:23]=1)=[CH:21][C:20]([C:24]([OH:26])=[O:25])=[CH:19][CH:18]=2)([CH3:7])([CH3:5])[CH3:6], predict the reactants needed to synthesize it. The reactants are: O[Li].O.[C:4]([O:8][C:9](=[O:36])[CH2:10][CH2:11][CH2:12][CH2:13][C:14]1[N:15]([C:29]2[CH:34]=[CH:33][C:32]([F:35])=[CH:31][CH:30]=2)[C:16](=[O:28])[C:17]2[C:22]([CH:23]=1)=[CH:21][C:20]([C:24]([O:26]C)=[O:25])=[CH:19][CH:18]=2)([CH3:7])([CH3:6])[CH3:5]. (3) Given the product [F:36][C:29]1[C:30]([C:32]([OH:35])([CH3:33])[CH3:34])=[N:31][C:26]([N:14]2[CH2:13][C@@H:12]3[C@@:7]([C:2]4[CH:3]=[N:4][CH:5]=[CH:6][N:1]=4)([N:8]=[C:9]([NH:16][C:17](=[O:24])[C:18]4[CH:23]=[CH:22][CH:21]=[CH:20][CH:19]=4)[S:10][CH2:11]3)[CH2:15]2)=[N:27][CH:28]=1, predict the reactants needed to synthesize it. The reactants are: [N:1]1[CH:6]=[CH:5][N:4]=[CH:3][C:2]=1[C@:7]12[CH2:15][NH:14][CH2:13][C@H:12]1[CH2:11][S:10][C:9]([NH:16][C:17](=[O:24])[C:18]1[CH:23]=[CH:22][CH:21]=[CH:20][CH:19]=1)=[N:8]2.Cl[C:26]1[N:31]=[C:30]([C:32]([OH:35])([CH3:34])[CH3:33])[C:29]([F:36])=[CH:28][N:27]=1.C(N(C(C)C)CC)(C)C. (4) Given the product [Cl:1][C:2]1[CH:3]=[CH:4][C:5]([C:8]2[N:27]([CH2:19][CH2:20][C:21]3[CH:26]=[CH:25][CH:24]=[CH:23][CH:22]=3)[C:10](=[O:18])[C:11]3[C:12](=[CH:14][CH:15]=[CH:16][CH:17]=3)[N:13]=2)=[CH:6][CH:7]=1, predict the reactants needed to synthesize it. The reactants are: [Cl:1][C:2]1[CH:7]=[CH:6][C:5]([C:8]2O[C:10](=[O:18])[C:11]3[CH:17]=[CH:16][CH:15]=[CH:14][C:12]=3[N:13]=2)=[CH:4][CH:3]=1.[CH2:19]([NH2:27])[CH2:20][C:21]1[CH:26]=[CH:25][CH:24]=[CH:23][CH:22]=1.